Dataset: Peptide-MHC class I binding affinity with 185,985 pairs from IEDB/IMGT. Task: Regression. Given a peptide amino acid sequence and an MHC pseudo amino acid sequence, predict their binding affinity value. This is MHC class I binding data. (1) The peptide sequence is YTVRYPNL. The MHC is H-2-Kb with pseudo-sequence H-2-Kb. The binding affinity (normalized) is 0.907. (2) The peptide sequence is TAFTIPST. The MHC is HLA-A68:01 with pseudo-sequence HLA-A68:01. The binding affinity (normalized) is 0.